Predict the reaction yield, written as a fraction of the theoretical maximum amount of product (1.0 means a 100% yield; for example, 0.34 means a 34% yield). From a dataset of Reaction yield outcomes from USPTO patents with 853,638 reactions. (1) The reactants are [CH2:1]([Si:3]([CH2:29][CH3:30])([CH2:27][CH3:28])[O:4][C@H:5]([C:9]([CH3:26])=[CH:10][C:11]1[N:12]=[C:13]([CH2:16][O:17][C:18]([O:20][CH2:21][C:22]([Cl:25])([Cl:24])[Cl:23])=[O:19])[S:14][CH:15]=1)[CH2:6][CH:7]=C)[CH3:2].C[N+]1([O-])CC[O:35]CC1.[O-]S([O-])=O.[Na+].[Na+].C([O-])(=O)C.C([O-])(=O)C.C([O-])(=O)C.C([O-])(=O)C.[Pb+4].C([O-])([O-])=O.[Na+].[Na+]. The catalyst is C(O)(C)(C)C.C1C=CC=CC=1.[Os](=O)(=O)(=O)=O.O. The product is [CH2:27]([Si:3]([CH2:1][CH3:2])([CH2:29][CH3:30])[O:4][C@H:5]([C:9]([CH3:26])=[CH:10][C:11]1[N:12]=[C:13]([CH2:16][O:17][C:18]([O:20][CH2:21][C:22]([Cl:24])([Cl:23])[Cl:25])=[O:19])[S:14][CH:15]=1)[CH2:6][CH:7]=[O:35])[CH3:28]. The yield is 0.820. (2) The reactants are [Cl:1][C:2]1[CH:3]=[CH:4][C:5]2[N:6]([CH:8]=[C:9]([NH2:11])[N:10]=2)[N:7]=1.[C:12](Cl)([CH3:14])=[O:13]. The catalyst is CC(N(C)C)=O. The product is [Cl:1][C:2]1[CH:3]=[CH:4][C:5]2[N:6]([CH:8]=[C:9]([NH:11][C:12](=[O:13])[CH3:14])[N:10]=2)[N:7]=1. The yield is 0.860. (3) The reactants are C(=O)([O-])[O-].[K+].[K+].[CH2:7](Br)[C:8]#[CH:9].[C:11]([O:15][C:16]([N:18]1[CH2:23][CH2:22][NH:21][CH2:20][CH2:19]1)=[O:17])([CH3:14])([CH3:13])[CH3:12]. The catalyst is CC(C)=O. The product is [C:11]([O:15][C:16]([N:18]1[CH2:23][CH2:22][N:21]([CH2:9][C:8]#[CH:7])[CH2:20][CH2:19]1)=[O:17])([CH3:14])([CH3:12])[CH3:13]. The yield is 0.800. (4) The reactants are [Si:1]([O:8][CH:9]([C:22]1[O:23][CH:24]=[CH:25][N:26]=1)[CH2:10][CH2:11][CH2:12][CH2:13][CH2:14][CH2:15][C:16]1[CH:21]=[CH:20][CH:19]=[CH:18][CH:17]=1)([C:4]([CH3:7])([CH3:6])[CH3:5])([CH3:3])[CH3:2].[Li][C:28](C)(C)C.CI. The catalyst is C1COCC1.CCOC(C)=O. The product is [Si:1]([O:8][CH:9]([C:22]1[O:23][C:24]([CH3:28])=[CH:25][N:26]=1)[CH2:10][CH2:11][CH2:12][CH2:13][CH2:14][CH2:15][C:16]1[CH:21]=[CH:20][CH:19]=[CH:18][CH:17]=1)([C:4]([CH3:7])([CH3:5])[CH3:6])([CH3:2])[CH3:3]. The yield is 0.440.